From a dataset of Full USPTO retrosynthesis dataset with 1.9M reactions from patents (1976-2016). Predict the reactants needed to synthesize the given product. (1) The reactants are: [NH2:1][C:2]1[CH:6]=[CH:5][S:4][C:3]=1[C:7]([O:9][CH3:10])=[O:8].[CH3:11][O:12][C:13]1[CH:18]=[CH:17][C:16]([S:19](Cl)(=[O:21])=[O:20])=[CH:15][CH:14]=1.N1C=CC=CC=1. Given the product [CH3:11][O:12][C:13]1[CH:14]=[CH:15][C:16]([S:19]([NH:1][C:2]2[CH:6]=[CH:5][S:4][C:3]=2[C:7]([O:9][CH3:10])=[O:8])(=[O:21])=[O:20])=[CH:17][CH:18]=1, predict the reactants needed to synthesize it. (2) Given the product [Cl:1][C:2]1[CH:3]=[C:4]2[C:8](=[CH:9][CH:10]=1)[NH:7][C:6]([C:11]([NH:36][CH2:35][C:31]1[CH:30]=[C:29]([CH:34]=[CH:33][CH:32]=1)[O:28][C:25]1[CH:26]=[CH:27][C:22]([O:21][C:18]([CH3:20])([CH3:19])[C:17]([OH:39])=[O:16])=[C:23]([CH3:37])[CH:24]=1)=[O:13])=[CH:5]2, predict the reactants needed to synthesize it. The reactants are: [Cl:1][C:2]1[CH:3]=[C:4]2[C:8](=[CH:9][CH:10]=1)[NH:7][C:6]([C:11]([OH:13])=O)=[CH:5]2.C([O:16][C:17](=[O:39])[C:18]([O:21][C:22]1[CH:27]=[CH:26][C:25]([O:28][C:29]2[CH:34]=[CH:33][CH:32]=[C:31]([CH2:35][NH2:36])[CH:30]=2)=[CH:24][C:23]=1[CH2:37]C)([CH3:20])[CH3:19])C. (3) Given the product [ClH:49].[F:1][C:2]1[CH:3]=[C:4]([C@H:12]([NH:23][C:24]([N:26]2[CH2:35][CH2:34][C:33]3[CH:32]=[N:31][C:30]([NH:36][C@@H:37]([CH3:40])[CH2:38][OH:39])=[N:29][C:28]=3[CH2:27]2)=[O:25])[CH2:13][NH:14][CH3:15])[CH:5]=[CH:6][C:7]=1[C:8]([F:10])([F:11])[F:9], predict the reactants needed to synthesize it. The reactants are: [F:1][C:2]1[CH:3]=[C:4]([C@H:12]([NH:23][C:24]([N:26]2[CH2:35][CH2:34][C:33]3[CH:32]=[N:31][C:30]([NH:36][C@@H:37]([CH3:40])[CH2:38][OH:39])=[N:29][C:28]=3[CH2:27]2)=[O:25])[CH2:13][N:14](C)[C:15](=O)OC(C)(C)C)[CH:5]=[CH:6][C:7]=1[C:8]([F:11])([F:10])[F:9].C(O)(C(F)(F)F)=O.C(Cl)[Cl:49].